This data is from Reaction yield outcomes from USPTO patents with 853,638 reactions. The task is: Predict the reaction yield, written as a fraction of the theoretical maximum amount of product (1.0 means a 100% yield; for example, 0.34 means a 34% yield). (1) The reactants are [CH3:1][O:2][C:3]([CH:5]1[CH2:9][CH2:8][CH2:7][N:6]1[C:10]([O:12][C:13]([CH3:16])([CH3:15])[CH3:14])=[O:11])=[O:4].[Li+].C[Si]([N-][Si](C)(C)C)(C)C.I[CH2:28][CH2:29][CH2:30][CH3:31]. The catalyst is C1COCC1. The product is [CH3:1][O:2][C:3]([C:5]1([CH2:28][CH2:29][CH2:30][CH3:31])[CH2:9][CH2:8][CH2:7][N:6]1[C:10]([O:12][C:13]([CH3:16])([CH3:15])[CH3:14])=[O:11])=[O:4]. The yield is 0.690. (2) The reactants are [F:1][C:2]1[CH:3]=[CH:4][C:5]([OH:11])=[C:6]([CH:10]=1)[C:7]([OH:9])=O.[Cl:12][C:13]1[CH:19]=[C:18]([N+:20]([O-:22])=[O:21])[CH:17]=[CH:16][C:14]=1[NH2:15]. No catalyst specified. The product is [F:1][C:2]1[CH:3]=[CH:4][C:5]([OH:11])=[C:6]([CH:10]=1)[C:7]([NH:15][C:14]1[CH:16]=[CH:17][C:18]([N+:20]([O-:22])=[O:21])=[CH:19][C:13]=1[Cl:12])=[O:9]. The yield is 0.250. (3) The reactants are [CH:1]1([CH:7]=O)[CH2:6][CH2:5][CH2:4][CH2:3][CH2:2]1.[CH3:9][C:10]([S@@:13]([NH2:15])=[O:14])([CH3:12])[CH3:11].CC1C=CC(S([O-])(=O)=O)=CC=1.C1C=C[NH+]=CC=1. The catalyst is ClCCl.[O-]S([O-])(=O)=O.[Cu+2]. The product is [CH:1]1(/[CH:7]=[N:15]/[S@:13]([C:10]([CH3:12])([CH3:11])[CH3:9])=[O:14])[CH2:6][CH2:5][CH2:4][CH2:3][CH2:2]1. The yield is 0.311. (4) The reactants are [O:1]=[C:2]1[CH2:7][N:6]([C:8]([O:10][CH2:11][C:12]2[CH:17]=[CH:16][CH:15]=[CH:14][CH:13]=2)=[O:9])[C@H:5]([C:18]([O:20][C:21]([CH3:24])([CH3:23])[CH3:22])=[O:19])[CH2:4][CH2:3]1.[BH4-].[Na+].[Cl-].[NH4+]. The catalyst is C(O)C. The product is [OH:1][C@@H:2]1[CH2:7][N:6]([C:8]([O:10][CH2:11][C:12]2[CH:17]=[CH:16][CH:15]=[CH:14][CH:13]=2)=[O:9])[C@H:5]([C:18]([O:20][C:21]([CH3:24])([CH3:23])[CH3:22])=[O:19])[CH2:4][CH2:3]1. The yield is 0.910.